From a dataset of Catalyst prediction with 721,799 reactions and 888 catalyst types from USPTO. Predict which catalyst facilitates the given reaction. (1) Reactant: [Cl:1][C:2]1[CH:7]=[CH:6][C:5]([NH:8][C:9]2[N:13]([CH3:14])[C:12]3[CH:15]=[CH:16][CH:17]=[CH:18][C:11]=3[N:10]=2)=[CH:4][CH:3]=1.[C:19]1([S:25](Cl)(=[O:27])=[O:26])[CH:24]=[CH:23][CH:22]=[CH:21][CH:20]=1. Product: [Cl:1][C:2]1[CH:3]=[CH:4][C:5]([N:8]([C:9]2[N:13]([CH3:14])[C:12]3[CH:15]=[CH:16][CH:17]=[CH:18][C:11]=3[N:10]=2)[S:25]([C:19]2[CH:24]=[CH:23][CH:22]=[CH:21][CH:20]=2)(=[O:27])=[O:26])=[CH:6][CH:7]=1. The catalyst class is: 436. (2) Reactant: [NH2:1][C:2]1[CH:7]=[CH:6][C:5]([C@@H:8]([CH2:13][CH3:14])[C:9]([O:11][CH3:12])=[O:10])=[C:4]([CH2:15][N:16]([CH3:58])[C:17](=[O:57])[CH:18]([NH:30][C:31]2[CH:32]=[C:33]3[C:38](=[CH:39][CH:40]=2)[C:37]([N:41]([C:49]([O:51][C:52]([CH3:55])([CH3:54])[CH3:53])=[O:50])[C:42]([O:44][C:45]([CH3:48])([CH3:47])[CH3:46])=[O:43])=[N:36][CH:35]=[C:34]3[F:56])[C:19]2[CH:24]=[CH:23][C:22]([C@@H:25]([CH3:28])[CH2:26][OH:27])=[C:21]([CH3:29])[CH:20]=2)[CH:3]=1.[C:59](Cl)(Cl)=[O:60]. Product: [C:52]([O:51][C:49]([N:41]([C:42]([O:44][C:45]([CH3:48])([CH3:46])[CH3:47])=[O:43])[C:37]1[C:38]2[C:33](=[CH:32][C:31]([NH:30][C@H:18]3[C:17](=[O:57])[N:16]([CH3:58])[CH2:15][C:4]4[CH:3]=[C:2]([CH:7]=[CH:6][C:5]=4[C@@H:8]([CH2:13][CH3:14])[C:9]([O:11][CH3:12])=[O:10])[NH:1][C:59](=[O:60])[O:27][CH2:26][C@H:25]([CH3:28])[C:22]4[CH:23]=[CH:24][C:19]3=[CH:20][C:21]=4[CH3:29])=[CH:40][CH:39]=2)[C:34]([F:56])=[CH:35][N:36]=1)=[O:50])([CH3:55])([CH3:54])[CH3:53]. The catalyst class is: 245. (3) The catalyst class is: 5. Product: [CH2:16]([C:13]1[CH:14]=[CH:15][C:10]([C:9]#[C:8][C:5]2[CH:6]=[CH:7][C:2]([CH:24]=[O:23])=[CH:3][CH:4]=2)=[CH:11][CH:12]=1)[CH2:17][CH2:18][CH3:19]. Reactant: Br[C:2]1[CH:7]=[CH:6][C:5](/[CH:8]=[C:9](\Cl)/[C:10]2[CH:15]=[CH:14][C:13]([CH2:16][CH2:17][CH2:18][CH3:19])=[CH:12][CH:11]=2)=[CH:4][CH:3]=1.[OH-].[K+].[O:23]1CCOC[CH2:24]1. (4) Reactant: [O:1]=[CH:2][C@@H:3]([C@H:5]([C@@H:7]([C@@H:9]([CH2:11][OH:12])[OH:10])[OH:8])[OH:6])[OH:4].[CH2:13](O)[C:14]1[CH:19]=[CH:18][CH:17]=[CH:16][CH:15]=1.Cl.CCOCC. Product: [CH2:13]([O:1][CH:2]1[O:10][C@H:9]([CH2:11][OH:12])[C@@H:7]([OH:8])[C@H:5]([OH:6])[C@H:3]1[OH:4])[C:14]1[CH:19]=[CH:18][CH:17]=[CH:16][CH:15]=1. The catalyst class is: 254. (5) Reactant: [CH:1]1([NH:4][C:5](=[O:23])[C:6]2[CH:11]=[CH:10][C:9]([C:12]3[N:16]4[CH:17]=[C:18]([Br:22])[N:19]=[C:20](Br)[C:15]4=[N:14][CH:13]=3)=[CH:8][CH:7]=2)[CH2:3][CH2:2]1.[NH2:24][CH2:25][C:26]([CH3:29])([OH:28])[CH3:27].C1(C)C=CC=CC=1. Product: [Br:22][C:18]1[N:19]=[C:20]([NH:24][CH2:25][C:26]([OH:28])([CH3:29])[CH3:27])[C:15]2[N:16]([C:12]([C:9]3[CH:8]=[CH:7][C:6]([C:5]([NH:4][CH:1]4[CH2:2][CH2:3]4)=[O:23])=[CH:11][CH:10]=3)=[CH:13][N:14]=2)[CH:17]=1. The catalyst class is: 9. (6) Reactant: [Cl:1][C:2]1[N:3]=[CH:4][C:5]2[NH:11][C:10](=[O:12])[C:9]([F:14])([F:13])[CH2:8][N:7]([CH2:15][C:16]3[CH:21]=[CH:20][C:19]([O:22][CH3:23])=[CH:18][CH:17]=3)[C:6]=2[N:24]=1.[C:25](=O)([O-])[O-].[Cs+].[Cs+].IC. The catalyst class is: 9. Product: [Cl:1][C:2]1[N:3]=[CH:4][C:5]2[N:11]([CH3:25])[C:10](=[O:12])[C:9]([F:14])([F:13])[CH2:8][N:7]([CH2:15][C:16]3[CH:17]=[CH:18][C:19]([O:22][CH3:23])=[CH:20][CH:21]=3)[C:6]=2[N:24]=1.